From a dataset of Forward reaction prediction with 1.9M reactions from USPTO patents (1976-2016). Predict the product of the given reaction. The product is: [Cl:27][C:28]1[CH:29]=[C:30]([CH:31]=[C:32]([Cl:34])[CH:33]=1)[O:35][C:2]1[N:7]=[CH:6][C:5]([C:8]2[C:20]([CH3:21])=[CH:19][C:11]([C:12]([NH:14][S:15]([CH3:18])(=[O:17])=[O:16])=[O:13])=[C:10]([F:22])[CH:9]=2)=[CH:4][C:3]=1[C:23]([F:24])([F:26])[F:25]. Given the reactants Cl[C:2]1[N:7]=[CH:6][C:5]([C:8]2[C:20]([CH3:21])=[CH:19][C:11]([C:12]([NH:14][S:15]([CH3:18])(=[O:17])=[O:16])=[O:13])=[C:10]([F:22])[CH:9]=2)=[CH:4][C:3]=1[C:23]([F:26])([F:25])[F:24].[Cl:27][C:28]1[CH:29]=[C:30]([OH:35])[CH:31]=[C:32]([Cl:34])[CH:33]=1.C([O-])([O-])=O.[Cs+].[Cs+], predict the reaction product.